From a dataset of Full USPTO retrosynthesis dataset with 1.9M reactions from patents (1976-2016). Predict the reactants needed to synthesize the given product. (1) Given the product [N:1]1[N:5]2[CH2:6][CH2:7][CH2:8][NH:9][C:4]2=[C:3](/[C:11](/[CH2:21][NH:22][C:23](=[O:29])[O:24][C:25]([CH3:28])([CH3:27])[CH3:26])=[CH:12]/[NH:13][C:14](=[O:20])[O:15][C:16]([CH3:19])([CH3:17])[CH3:18])[CH:2]=1, predict the reactants needed to synthesize it. The reactants are: [N:1]1[N:5]2[CH2:6][CH2:7][CH2:8][NH:9][C:4]2=[CH:3][CH:2]=1.O=[C:11]([CH2:21][NH:22][C:23](=[O:29])[O:24][C:25]([CH3:28])([CH3:27])[CH3:26])[CH2:12][NH:13][C:14](=[O:20])[O:15][C:16]([CH3:19])([CH3:18])[CH3:17].O.C(=O)([O-])O.[Na+]. (2) The reactants are: C(O)(C(F)(F)F)=O.C(OC([N:15]1[CH2:20][CH2:19][C:18](=[CH:21][O:22]C)[CH:17]([CH2:24][CH2:25][C:26]([O:28][CH2:29][C:30]2[CH:35]=[CH:34][CH:33]=[CH:32][CH:31]=2)=[O:27])[CH2:16]1)=O)(C)(C)C. Given the product [CH:21]([CH:18]1[CH2:19][CH2:20][NH:15][CH2:16][CH:17]1[CH2:24][CH2:25][C:26]([O:28][CH2:29][C:30]1[CH:31]=[CH:32][CH:33]=[CH:34][CH:35]=1)=[O:27])=[O:22], predict the reactants needed to synthesize it. (3) Given the product [F:22][C:2]1([F:1])[CH2:7][CH2:6][CH:5]([NH:8][C:9]2[C:18]3[C:13](=[C:14]([NH2:19])[CH:15]=[CH:16][CH:17]=3)[N:12]=[CH:11][N:10]=2)[CH2:4][CH2:3]1, predict the reactants needed to synthesize it. The reactants are: [F:1][C:2]1([F:22])[CH2:7][CH2:6][CH:5]([NH:8][C:9]2[C:18]3[C:13](=[C:14]([N+:19]([O-])=O)[CH:15]=[CH:16][CH:17]=3)[N:12]=[CH:11][N:10]=2)[CH2:4][CH2:3]1.[NH4+].[Cl-]. (4) Given the product [Br:1][C:2]1[CH:3]=[CH:4][C:5]([CH:8]2[CH2:13][CH2:12][S:11](=[O:15])(=[O:14])[NH:10][CH2:9]2)=[CH:6][CH:7]=1, predict the reactants needed to synthesize it. The reactants are: [Br:1][C:2]1[CH:7]=[CH:6][C:5]([CH:8]2[CH2:13][CH2:12][S:11](=[O:15])(=[O:14])[NH:10][C:9]2=O)=[CH:4][CH:3]=1.CC(C)([O-])C.[K+]. (5) Given the product [CH2:1]([O:3][C:4]([C:6]1[N:7]([C:16]2[CH:21]=[CH:20][C:19]([O:22][CH:23]([CH3:24])[CH3:25])=[CH:18][CH:17]=2)[C:8]2[C:13]([CH:14]=1)=[CH:12][C:11]([O:15][C:33]1[CH:34]=[CH:35][C:30]([C:26]([CH3:29])([CH3:28])[CH3:27])=[CH:31][CH:32]=1)=[CH:10][CH:9]=2)=[O:5])[CH3:2], predict the reactants needed to synthesize it. The reactants are: [CH2:1]([O:3][C:4]([C:6]1[N:7]([C:16]2[CH:21]=[CH:20][C:19]([O:22][CH:23]([CH3:25])[CH3:24])=[CH:18][CH:17]=2)[C:8]2[C:13]([CH:14]=1)=[CH:12][C:11]([OH:15])=[CH:10][CH:9]=2)=[O:5])[CH3:2].[C:26]([C:30]1[CH:35]=[CH:34][C:33](B(O)O)=[CH:32][CH:31]=1)([CH3:29])([CH3:28])[CH3:27]. (6) Given the product [Cl:41][C:42]1[CH:43]=[C:44]([S:48]([N:7]2[C:8]([C:9]3[C:10]([F:15])=[N:11][CH:12]=[CH:13][CH:14]=3)=[C:4]([F:3])[C:5]([CH2:16][N:17]([CH3:25])[C:18](=[O:24])[O:19][C:20]([CH3:21])([CH3:22])[CH3:23])=[CH:6]2)(=[O:50])=[O:49])[CH:45]=[N:46][CH:47]=1, predict the reactants needed to synthesize it. The reactants are: [H-].[Na+].[F:3][C:4]1[C:5]([CH2:16][N:17]([CH3:25])[C:18](=[O:24])[O:19][C:20]([CH3:23])([CH3:22])[CH3:21])=[CH:6][NH:7][C:8]=1[C:9]1[C:10]([F:15])=[N:11][CH:12]=[CH:13][CH:14]=1.C1OCCOCCOCCOCCOC1.[Cl:41][C:42]1[CH:43]=[C:44]([S:48](Cl)(=[O:50])=[O:49])[CH:45]=[N:46][CH:47]=1. (7) Given the product [OH:64][NH:63][C:35]([C:34]1[CH:38]=[CH:39][C:31]([NH:30][C:28]([CH:9]2[CH:8]([C:4]3[CH:5]=[CH:6][CH:7]=[C:2]([Cl:1])[C:3]=3[F:40])[C:12]([C:15]3[CH:20]=[CH:19][C:18]([Cl:21])=[CH:17][C:16]=3[F:22])([C:13]#[N:14])[CH:11]([CH2:23][C:24]([CH3:25])([CH3:27])[CH3:26])[NH:10]2)=[O:29])=[CH:32][CH:33]=1)=[O:36], predict the reactants needed to synthesize it. The reactants are: [Cl:1][C:2]1[C:3]([F:40])=[C:4]([C@@H:8]2[C@:12]([C:15]3[CH:20]=[CH:19][C:18]([Cl:21])=[CH:17][C:16]=3[F:22])([C:13]#[N:14])[C@H:11]([CH2:23][C:24]([CH3:27])([CH3:26])[CH3:25])[NH:10][C@H:9]2[C:28]([NH:30][C:31]2[CH:39]=[CH:38][C:34]([C:35](O)=[O:36])=[CH:33][CH:32]=2)=[O:29])[CH:5]=[CH:6][CH:7]=1.NO.Cl.CCN=C=NCCCN(C)C.C1C=CC2[N:63]([OH:64])N=NC=2C=1.CCN(CC)CC. (8) Given the product [NH2:6][C:5]1[C:4]2[C:3](=[CH:10][C:9]([CH2:11][N:12]3[CH2:17][CH2:16][CH:15]([CH2:18][C:19]4[NH:23][C:22]5[CH:24]=[C:25]([Cl:28])[CH:26]=[CH:27][C:21]=5[N:20]=4)[CH2:14][C:13]3=[O:29])=[CH:8][CH:7]=2)[N:2]=[CH:30][N:32]=1, predict the reactants needed to synthesize it. The reactants are: Cl.[NH2:2][C:3]1[CH:10]=[C:9]([CH2:11][N:12]2[CH2:17][CH2:16][CH:15]([CH2:18][C:19]3[NH:23][C:22]4[CH:24]=[C:25]([Cl:28])[CH:26]=[CH:27][C:21]=4[N:20]=3)[CH2:14][C:13]2=[O:29])[CH:8]=[CH:7][C:4]=1[C:5]#[N:6].[CH2:30]([N:32](CC)CC)C.C(O)(=O)C.N1C=CC=NN=1.